From a dataset of Forward reaction prediction with 1.9M reactions from USPTO patents (1976-2016). Predict the product of the given reaction. Given the reactants [F:1][C:2]([F:11])([F:10])[C:3]#[C:4][C:5]([O:7][CH2:8][CH3:9])=[O:6].C(=O)([O-])[O-].[K+].[K+].CC1C=C(C)C=C(C)C=1S([O-])(=O)=O.[NH2:31][N+:32]1[CH:37]=[CH:36][CH:35]=[C:34]([CH2:38][OH:39])[CH:33]=1, predict the reaction product. The product is: [CH2:8]([O:7][C:5]([C:4]1[C:3]([C:2]([F:10])([F:11])[F:1])=[N:31][N:32]2[CH:37]=[CH:36][CH:35]=[C:34]([CH2:38][OH:39])[C:33]=12)=[O:6])[CH3:9].